Dataset: Experimentally validated miRNA-target interactions with 360,000+ pairs, plus equal number of negative samples. Task: Binary Classification. Given a miRNA mature sequence and a target amino acid sequence, predict their likelihood of interaction. (1) The miRNA is cel-miR-269 with sequence GGCAAGACUCUGGCAAAACU. The protein sequence of the target gene is MADEAPRKGSFSALVGRTNGLTKPAALAAAPAKPGGAGGSKKLVIKNFRDRPRLPDNYTQDTWRKLHEAVRAVQSSTSIRYNLEELYQAVENLCSHKVSPMLYKQLRQACEDHVQAQILPFREDSLDSVLFLKKINTCWQDHCRQMIMIRSIFLFLDRTYVLQNSTLPSIWDMGLELFRTHIISDKMVQSKTIDGILLLIERERSGEAVDRSLLRSLLGMLSDLQVYKDSFELKFLEETNCLYAAEGQRLMQEREVPEYLNHVSKRLEEEGDRVITYLDHSTQKPLIACVEKQLLGEHLT.... Result: 0 (no interaction). (2) The miRNA is hsa-miR-1909-3p with sequence CGCAGGGGCCGGGUGCUCACCG. The protein sequence of the target gene is MEHGSIITQARREDALVLTKQGLVSKSSPKKPRGRSIFKALLCCFHTQHVVQSSSSTELTHKEEANTIAKSDLLQCLQYQFYQIPGTCLLPEVTEQDQGRICVVIDLDETLVHSSFKPINNADFIVPVEIEGTTHQVYVLKRPYVDEFLRRMGELFECVLFTASLAKYADPVTDLLDRCGVFRARLFREACVFHQGCYVKDLSRLGRDLRKTVILDNSPASYIFHPENAVPVQSWFDDMADTELLNLIPVFEELSGTDDVYTSLGQLRAP. Result: 0 (no interaction). (3) Result: 0 (no interaction). The protein sequence of the target gene is MAGPLQGGGARALDLLRGLPRVSLANLKPNPGSKKPERRPRGRRRGRKCGRGHKGERQRGTRPRLGFEGGQTPFYIRIPKYGFNEGHSFRRQYKPLSLNRLQYLIDLGRVDPSQPIDLTQLVNGRGVTIQPLKRDYGVQLVEEGADTFTAKVNIEVQLASELAIAAIEKNGGVVTTAFYDPRSLDIVCKPVPFFLRGQPIPKRMLPPEELVPYYTDAKNRGYLADPAKFPEARLELARKYGYILPDITKDELFKMLCTRKDPRQIFFGLAPGWVVNMADKKILKPTDENLLKYYTS. The miRNA is hsa-miR-4795-5p with sequence AGAAGUGGCUAAUAAUAUUGA. (4) Result: 0 (no interaction). The miRNA is hsa-miR-20b-5p with sequence CAAAGUGCUCAUAGUGCAGGUAG. The protein sequence of the target gene is MRNAIIQGLFYGSLTFGIWTALLFIYLHHNHVSSWQKKSQEPLSAWSPGKKVHQQIIYGSEQIPKPHVIVKRTDEDKAKSMLGTDFNHTNPELHKELLKYGFNVIISRSLGIEREVPDTRSKMCLQKHYPARLPTASIVICFYNEECNALFQTMSSVTNLTPHYFLEEIILVDDMSKVDDLKEKLDYHLETFRGKVKIIRNKKREGLIRARLIGASHASGDVLVFLDSHCEVNRVWLEPLLHAIAKDPKMVVCPLIDVIDDRTLEYKPSPLVRGTFDWNLQFKWDNVFSYEMDGPEGSTK.... (5) The miRNA is mmu-miR-465a-5p with sequence UAUUUAGAAUGGCACUGAUGUGA. The protein sequence of the target gene is MVDGAMILSVLMMMALPSPSMEDEEPKVNPKLYMCVCEGLSCGNEDHCEGQQCFSSLSVNDGFRVYQKGCFQVYEQGKMTCKTPPSPGQAVECCQGDWCNRNVTARLPTKGKSFPGSQNFHLEVGLIILSVVFAVCLFACILGVALRKFKRRNQERLNPRDVEYGTIEGLITTNVGDSTLAELLDHSCTSGSGSGLPFLVQRTVARQITLLECVGKGRYGEVWRGSWQGENVAVKIFSSRDEKSWFRETELYNTVMLRHENILGFIASDMTSRHSSTQLWLITHYHEMGSLYDYLQLTTL.... Result: 0 (no interaction). (6) The miRNA is hsa-miR-377-3p with sequence AUCACACAAAGGCAACUUUUGU. The protein sequence of the target gene is MVDREQLVQKARLAEQAERYDDMAAAMKNVTELNEPLSNEERNLLSVAYKNVVGARRSSWRVISSIEQKTSADGNEKKIEMVRAYREKIEKELEAVCQDVLSLLDNYLIKNCSETQYESKVFYLKMKGDYYRYLAEVATGEKRATVVESSEKAYSEAHEISKEHMQPTHPIRLGLALNYSVFYYEIQNAPEQACHLAKTAFDDAIAELDTLNEDSYKDSTLIMQLLRDNLTLWTSDQQDDDGGEGNN. Result: 1 (interaction). (7) The miRNA is mmu-miR-136-5p with sequence ACUCCAUUUGUUUUGAUGAUGG. The protein sequence of the target gene is MKKLKLKELESRLQEVDGFEKPKLLLEQYPTRPHIAACMLYTIHNTYDDIENKAVADLGCGCGVLSIGAAMLGAGLCVGFDIDEDALEIFNKNVEEFELTNVDMIQCDVYSLSNRMSKLFDTVIMNPPFGTKNNKGTDMAFLKTALGMARTAVYSLHKSSTREHIQKKAAEWKVKIEIIAELRYDLPALYNFHKKKSVDIEVDLIRFSF. Result: 1 (interaction).